This data is from Full USPTO retrosynthesis dataset with 1.9M reactions from patents (1976-2016). The task is: Predict the reactants needed to synthesize the given product. (1) Given the product [Br:1][CH:10]([C:7]1[CH:8]=[CH:9][C:4]([Cl:3])=[CH:5][CH:6]=1)[C:11]([C:13]1[CH:14]=[C:15]([C:31]([NH:33][CH3:34])=[O:32])[C:16](=[O:30])[N:17]([C:20]2[CH:25]=[CH:24][CH:23]=[C:22]([C:26]([F:29])([F:28])[F:27])[CH:21]=2)[C:18]=1[CH3:19])=[O:12], predict the reactants needed to synthesize it. The reactants are: [Br:1]Br.[Cl:3][C:4]1[CH:9]=[CH:8][C:7]([CH2:10][C:11]([C:13]2[CH:14]=[C:15]([C:31]([NH:33][CH3:34])=[O:32])[C:16](=[O:30])[N:17]([C:20]3[CH:25]=[CH:24][CH:23]=[C:22]([C:26]([F:29])([F:28])[F:27])[CH:21]=3)[C:18]=2[CH3:19])=[O:12])=[CH:6][CH:5]=1. (2) Given the product [C:30]1([C:34]2[CH:39]=[CH:38][CH:37]=[CH:36][CH:35]=2)[CH:31]=[CH:32][CH:33]=[C:28]([C:27]2[C:26](=[O:40])[C:25]([C:21]3[CH:20]=[C:19]([C:41]4[CH:42]=[CH:43][CH:44]=[CH:45][CH:46]=4)[CH:24]=[CH:23][CH:22]=3)=[C:8]([C:5]3[CH:6]=[CH:7][C:2]([Br:1])=[CH:3][CH:4]=3)[C:10]=2[C:12]2[CH:17]=[CH:16][C:15]([Br:18])=[CH:14][CH:13]=2)[CH:29]=1, predict the reactants needed to synthesize it. The reactants are: [Br:1][C:2]1[CH:7]=[CH:6][C:5]([C:8]([C:10]([C:12]2[CH:17]=[CH:16][C:15]([Br:18])=[CH:14][CH:13]=2)=O)=O)=[CH:4][CH:3]=1.[C:19]1([C:41]2[CH:46]=[CH:45][CH:44]=[CH:43][CH:42]=2)[CH:24]=[CH:23][CH:22]=[C:21]([CH2:25][C:26](=[O:40])[CH2:27][C:28]2[CH:29]=[C:30]([C:34]3[CH:39]=[CH:38][CH:37]=[CH:36][CH:35]=3)[CH:31]=[CH:32][CH:33]=2)[CH:20]=1.[OH-].C([N+](CCCC)(CCCC)CCCC)CCC.O. (3) The reactants are: [CH2:1]([NH2:3])[CH3:2].[Cl:4][C:5]1[CH:24]=[CH:23][C:22]([CH2:25][CH2:26][C@H:27]([OH:34])[CH2:28]OS(C)(=O)=O)=[CH:21][C:6]=1[C:7]([NH:9][CH2:10][C:11]12[CH2:20][CH:15]3[CH2:16][CH:17]([CH2:19][CH:13]([CH2:14]3)[CH2:12]1)[CH2:18]2)=[O:8]. Given the product [ClH:4].[Cl:4][C:5]1[CH:24]=[CH:23][C:22]([CH2:25][CH2:26][C@H:27]([OH:34])[CH2:28][NH:3][CH2:1][CH3:2])=[CH:21][C:6]=1[C:7]([NH:9][CH2:10][C:11]12[CH2:20][CH:15]3[CH2:16][CH:17]([CH2:19][CH:13]([CH2:14]3)[CH2:12]1)[CH2:18]2)=[O:8], predict the reactants needed to synthesize it.